From a dataset of Full USPTO retrosynthesis dataset with 1.9M reactions from patents (1976-2016). Predict the reactants needed to synthesize the given product. (1) Given the product [CH3:28][N:29]([CH2:14][CH2:13][C@@H:12]([C@@H:11]1[C@:17]2([CH3:25])[C:8]([C:7]3[CH2:6][CH2:5][C@@H:4]4[C@:21]([C:20]=3[CH2:19][CH2:18]2)([CH3:24])[CH2:22][CH2:23][C@H:2]([OH:1])[C:3]4([CH3:26])[CH3:27])=[CH:9][CH2:10]1)[CH3:16])[CH3:30], predict the reactants needed to synthesize it. The reactants are: [OH:1][C@H:2]1[CH2:23][CH2:22][C@@:21]2([CH3:24])[CH:4]([CH2:5][CH2:6][C:7]3[C:8]4[C@:17]([CH3:25])([CH2:18][CH2:19][C:20]=32)[C@@H:11]([C@@H:12]([CH3:16])[CH2:13][CH:14]=O)[CH2:10][CH:9]=4)[C:3]1([CH3:27])[CH3:26].[CH3:28][NH:29][CH3:30].C(O[BH-](OC(=O)C)OC(=O)C)(=O)C.[Na+]. (2) Given the product [CH3:1][O:2][C:3]1[CH:9]=[C:8]2[C:6](=[C:5]([N+:10]([O-:12])=[O:11])[CH:4]=1)[N:7]=[CH:17][CH:15]=[CH:14]2, predict the reactants needed to synthesize it. The reactants are: [CH3:1][O:2][C:3]1[CH:9]=[CH:8][C:6]([NH2:7])=[C:5]([N+:10]([O-:12])=[O:11])[CH:4]=1.O[CH2:14][CH:15]([CH2:17]O)O.[Na+].[N+](C1C=C(S([O-])(=O)=O)C=CC=1)([O-])=O.OS(O)(=O)=O. (3) The reactants are: Cl[C:2]1[C:11]2[C:6](=[CH:7][CH:8]=[CH:9][CH:10]=2)[CH:5]=[CH:4][N:3]=1.[NH2:12][C:13]1[C:22]2[C:17](=[CH:18][CH:19]=[CH:20][CH:21]=2)[CH:16]=[CH:15][N:14]=1.CC(C)([O-])C.[Na+].N#N. Given the product [C:2]1([NH:12][C:13]2[C:22]3[C:17](=[CH:18][CH:19]=[CH:20][CH:21]=3)[CH:16]=[CH:15][N:14]=2)[C:11]2[C:6](=[CH:7][CH:8]=[CH:9][CH:10]=2)[CH:5]=[CH:4][N:3]=1, predict the reactants needed to synthesize it. (4) Given the product [CH2:1]([O:8][C:9]1[CH:14]=[CH:13][C:12]([C:15]2[NH:27][C:18]3=[N:19][CH:20]=[CH:21][C:22]([CH2:23][C:24]([N:30]([CH3:31])[CH3:29])=[O:25])=[C:17]3[N:16]=2)=[CH:11][CH:10]=1)[C:2]1[CH:7]=[CH:6][CH:5]=[CH:4][CH:3]=1, predict the reactants needed to synthesize it. The reactants are: [CH2:1]([O:8][C:9]1[CH:14]=[CH:13][C:12]([C:15]2[NH:27][C:18]3=[N:19][CH:20]=[CH:21][C:22]([CH2:23][C:24](O)=[O:25])=[C:17]3[N:16]=2)=[CH:11][CH:10]=1)[C:2]1[CH:7]=[CH:6][CH:5]=[CH:4][CH:3]=1.C[CH2:29][N:30]=[C:31]=NCCCN(C)C.Cl.CNC.CCO. (5) The reactants are: [CH2:1]([O:8][C:9]1[CH:14]=[CH:13][C:12]([C:15](=[O:17])[CH3:16])=[CH:11][C:10]=1[CH3:18])[C:2]1[CH:7]=[CH:6][CH:5]=[CH:4][CH:3]=1.CCN(C(C)C)C(C)C.FC(F)(F)S(O[Si](C)(C)C)(=O)=O.C1C(=O)N([Br:47])C(=O)C1. Given the product [CH2:1]([O:8][C:9]1[CH:14]=[CH:13][C:12]([C:15](=[O:17])[CH2:16][Br:47])=[CH:11][C:10]=1[CH3:18])[C:2]1[CH:3]=[CH:4][CH:5]=[CH:6][CH:7]=1, predict the reactants needed to synthesize it. (6) Given the product [N+:1]([C:4]1[CH:22]=[CH:21][C:7]([C:8]2[S:32][C:12]([CH2:13][CH2:14][CH2:15][C:16]([O:18][CH3:19])=[O:17])=[N:11][N:10]=2)=[CH:6][CH:5]=1)([O-:3])=[O:2], predict the reactants needed to synthesize it. The reactants are: [N+:1]([C:4]1[CH:22]=[CH:21][C:7]([C:8]([NH:10][NH:11][C:12](=O)[CH2:13][CH2:14][CH2:15][C:16]([O:18][CH3:19])=[O:17])=O)=[CH:6][CH:5]=1)([O-:3])=[O:2].COC1C=CC(P2(SP(C3C=CC(OC)=CC=3)(=S)S2)=[S:32])=CC=1.C(=O)(O)[O-].[Na+]. (7) Given the product [CH3:34][C:33]([Si:30]([CH3:31])([CH3:32])[O:29][CH2:28][C@@H:27]([O:26][C:24]1[CH:23]=[C:12]([CH:11]=[C:10]([OH:9])[CH:25]=1)[C:13]([NH:15][C:16]1[CH:21]=[N:20][C:19]([CH3:22])=[CH:18][N:17]=1)=[O:14])[CH3:37])([CH3:35])[CH3:36], predict the reactants needed to synthesize it. The reactants are: O.[OH-].[Li+].CC([Si](C)(C)[O:9][C:10]1[CH:11]=[C:12]([CH:23]=[C:24]([O:26][C@@H:27]([CH3:37])[CH2:28][O:29][Si:30]([C:33]([CH3:36])([CH3:35])[CH3:34])([CH3:32])[CH3:31])[CH:25]=1)[C:13]([NH:15][C:16]1[CH:21]=[N:20][C:19]([CH3:22])=[CH:18][N:17]=1)=[O:14])(C)C.